From a dataset of Full USPTO retrosynthesis dataset with 1.9M reactions from patents (1976-2016). Predict the reactants needed to synthesize the given product. (1) Given the product [Cl:33][C:29]1[CH:28]=[C:27]([C:14]2[N:15]([CH2:20][C:21]([NH:23][CH:24]([CH3:25])[CH3:26])=[O:22])[C:16](=[O:19])[C:17]3[C:12]([CH:13]=2)=[CH:11][CH:10]=[C:9]([C:5]2[CH:6]=[CH:7][CH:8]=[C:3]([CH2:2][N:34]4[CH2:39][CH2:38][CH2:37][CH2:36][CH2:35]4)[CH:4]=2)[CH:18]=3)[CH:32]=[CH:31][CH:30]=1, predict the reactants needed to synthesize it. The reactants are: Cl[CH2:2][C:3]1[CH:4]=[C:5]([C:9]2[CH:18]=[C:17]3[C:12]([CH:13]=[C:14]([C:27]4[CH:32]=[CH:31][CH:30]=[C:29]([Cl:33])[CH:28]=4)[N:15]([CH2:20][C:21]([NH:23][CH:24]([CH3:26])[CH3:25])=[O:22])[C:16]3=[O:19])=[CH:11][CH:10]=2)[CH:6]=[CH:7][CH:8]=1.[NH:34]1[CH2:39][CH2:38][CH2:37][CH2:36][CH2:35]1. (2) Given the product [Cl:1][C:2]1[CH:3]=[C:4]([CH:7]=[CH:8][C:9]=1[NH:16][CH3:13])[C:5]#[N:6], predict the reactants needed to synthesize it. The reactants are: [Cl:1][C:2]1[CH:3]=[C:4]([CH:7]=[CH:8][C:9]=1F)[C:5]#[N:6].CN.[CH:13]([N:16](C(C)C)CC)(C)C. (3) Given the product [CH3:21][O:20][CH2:19][CH2:18][O:17][C:16]1[C:6]([O:5][CH2:4][CH2:3][O:2][CH3:1])=[CH:7][C:8]([C:9]([O:11][CH2:12][CH3:13])=[O:10])=[C:14]([N+:27]([O-:29])=[O:28])[CH:15]=1, predict the reactants needed to synthesize it. The reactants are: [CH3:1][O:2][CH2:3][CH2:4][O:5][C:6]1[CH:7]=[C:8]([CH:14]=[CH:15][C:16]=1[O:17][CH2:18][CH2:19][O:20][CH3:21])[C:9]([O:11][CH2:12][CH3:13])=[O:10].S(=O)(=O)(O)O.[N+:27]([O-])([OH:29])=[O:28].[Cl-].[Na+]. (4) The reactants are: Cl.[Br:2][C:3]1[CH:8]=[CH:7][C:6]([CH:9]2[CH2:14][CH2:13][NH:12][CH2:11][CH2:10]2)=[CH:5][CH:4]=1.[C:15]([O-])(=O)C.[Na+].C=O.C(O[BH-](OC(=O)C)OC(=O)C)(=O)C.[Na+]. Given the product [Br:2][C:3]1[CH:8]=[CH:7][C:6]([CH:9]2[CH2:10][CH2:11][N:12]([CH3:15])[CH2:13][CH2:14]2)=[CH:5][CH:4]=1, predict the reactants needed to synthesize it. (5) Given the product [F:4][C:5]1[CH:22]=[CH:21][C:8]([O:9][NH2:10])=[CH:7][CH:6]=1, predict the reactants needed to synthesize it. The reactants are: O.NN.[F:4][C:5]1[CH:22]=[CH:21][C:8]([O:9][N:10]2C(=O)C3C(=CC=CC=3)C2=O)=[CH:7][CH:6]=1. (6) Given the product [CH3:9][N:8]([CH3:10])[C:6]([C:5]1[CH:4]=[C:3]2[C:2](=[CH:12][CH:11]=1)[N:26]1[C:22]([C:18]3[CH:17]=[C:16]([CH3:27])[CH:21]=[CH:20][CH:19]=3)=[N:23][CH:24]=[C:25]1[C:28](=[O:29])[NH:13]2)=[O:7], predict the reactants needed to synthesize it. The reactants are: F[C:2]1[CH:12]=[CH:11][C:5]([C:6]([N:8]([CH3:10])[CH3:9])=[O:7])=[CH:4][C:3]=1[N+:13]([O-])=O.[C:16]1([CH3:27])[CH:21]=[CH:20][CH:19]=[C:18]([C:22]2[NH:23][CH:24]=[CH:25][N:26]=2)[CH:17]=1.[C:28](=O)([O-])[O-:29].[K+].[K+].[O-]S([O-])(=S)=O.[Na+].[Na+].C(=O)([O-])O.[Na+]. (7) Given the product [Br:1][C:2]1[C:3]([N:22]2[CH2:26][CH2:25][O:24][C:23]2=[O:28])=[CH:4][C:5]2[O:9][C:8]([C:10]3[CH:15]=[CH:14][C:13]([F:16])=[CH:12][CH:11]=3)=[C:7]([C:17]([NH:18][CH3:19])=[O:20])[C:6]=2[CH:21]=1, predict the reactants needed to synthesize it. The reactants are: [Br:1][C:2]1[C:3]([NH:22][C:23](=[O:28])[O:24][CH2:25][CH2:26]Cl)=[CH:4][C:5]2[O:9][C:8]([C:10]3[CH:15]=[CH:14][C:13]([F:16])=[CH:12][CH:11]=3)=[C:7]([C:17](=[O:20])[NH:18][CH3:19])[C:6]=2[CH:21]=1.C([O-])([O-])=O.[K+].[K+]. (8) Given the product [CH3:24][O:23][C:20]1[CH:21]=[CH:22][C:17]([C:8]2[C:7]3[C:2]([O:25][C@H:26]([CH3:38])[CH2:27][CH2:28][CH2:29][CH2:30][C:31]([O:33][C:34]([CH3:37])([CH3:36])[CH3:35])=[O:32])=[N:3][CH:4]=[CH:5][C:6]=3[O:10][C:9]=2[C:11]2[CH:16]=[CH:15][CH:14]=[CH:13][CH:12]=2)=[CH:18][CH:19]=1, predict the reactants needed to synthesize it. The reactants are: Cl[C:2]1[C:7]2[C:8]([C:17]3[CH:22]=[CH:21][C:20]([O:23][CH3:24])=[CH:19][CH:18]=3)=[C:9]([C:11]3[CH:16]=[CH:15][CH:14]=[CH:13][CH:12]=3)[O:10][C:6]=2[CH:5]=[CH:4][N:3]=1.[OH:25][CH:26]([CH3:38])[CH2:27][CH2:28][CH2:29][CH2:30][C:31]([O:33][C:34]([CH3:37])([CH3:36])[CH3:35])=[O:32].O.[Cl-].[Na+]. (9) Given the product [O:19]1[CH2:20][CH2:21][O:22][CH:18]1[CH2:17][N:10]1[C:11]2[C:6](=[N:5][CH:4]=[C:3]([O:2][CH3:1])[CH:12]=2)[CH:7]=[CH:8][C:9]1=[O:13], predict the reactants needed to synthesize it. The reactants are: [CH3:1][O:2][C:3]1[CH:12]=[C:11]2[C:6]([CH:7]=[CH:8][C:9](=[O:13])[NH:10]2)=[N:5][CH:4]=1.[H-].[Na+].Br[CH2:17][CH:18]1[O:22][CH2:21][CH2:20][O:19]1.O.